From a dataset of Full USPTO retrosynthesis dataset with 1.9M reactions from patents (1976-2016). Predict the reactants needed to synthesize the given product. (1) Given the product [CH:1]1([NH:7][C:8]([C:10]2[S:14][C:13]([C:15]3[CH:20]=[C:19]([NH:21][C:22]([NH:24][CH2:25][CH3:26])=[O:23])[N:18]=[CH:17][C:16]=3[C:27]3[CH:28]=[N:29][CH:30]=[C:31]([C:33]4[O:34][C:45]([CH3:46])=[N:48][N:49]=4)[CH:32]=3)=[N:12][C:11]=2[C:36]([F:38])([F:37])[F:39])=[O:9])[CH2:6][CH2:5][CH2:4][CH2:3][CH2:2]1, predict the reactants needed to synthesize it. The reactants are: [CH:1]1([NH:7][C:8]([C:10]2[S:14][C:13]([C:15]3[CH:20]=[C:19]([NH:21][C:22]([NH:24][CH2:25][CH3:26])=[O:23])[N:18]=[CH:17][C:16]=3[C:27]3[CH:28]=[N:29][CH:30]=[C:31]([C:33](O)=[O:34])[CH:32]=3)=[N:12][C:11]=2[C:36]([F:39])([F:38])[F:37])=[O:9])[CH2:6][CH2:5][CH2:4][CH2:3][CH2:2]1.P(Cl)(Cl)(Cl)=O.[C:45]([NH:48][NH2:49])(=O)[CH3:46]. (2) Given the product [CH:1]1([C:7]2[CH:8]=[CH:9][C:10]([CH2:11][OH:12])=[CH:14][CH:15]=2)[CH2:2][CH2:3][CH2:4][CH2:5][CH2:6]1, predict the reactants needed to synthesize it. The reactants are: [CH:1]1([C:7]2[CH:15]=[CH:14][C:10]([C:11](O)=[O:12])=[CH:9][CH:8]=2)[CH2:6][CH2:5][CH2:4][CH2:3][CH2:2]1.C(Cl)(=O)OCC(C)C.C(N(CC)CC)C.[BH4-].[Na+].Cl. (3) Given the product [F:39][C:38]1[CH:37]=[CH:36][CH:35]=[C:34]([F:40])[C:33]=1[CH2:32][N:11]1[C:10]2=[N:9][N:8]([C:5]3[CH:6]=[CH:7][C:2]([NH:1][C:49](=[O:50])[O:51][CH3:52])=[CH:3][CH:4]=3)[C:16]([CH2:17][N:18]([CH3:19])[CH3:20])=[C:15]2[C:14](=[O:21])[N:13]([C:22]2[CH:27]=[CH:26][CH:25]=[C:24]([O:28][CH3:29])[C:23]=2[F:30])[C:12]1=[O:31], predict the reactants needed to synthesize it. The reactants are: [NH2:1][C:2]1[CH:7]=[CH:6][C:5]([N:8]2[C:16]([CH2:17][N:18]([CH3:20])[CH3:19])=[C:15]3[C:10]([N:11]([CH2:32][C:33]4[C:38]([F:39])=[CH:37][CH:36]=[CH:35][C:34]=4[F:40])[C:12](=[O:31])[N:13]([C:22]4[CH:27]=[CH:26][CH:25]=[C:24]([O:28][CH3:29])[C:23]=4[F:30])[C:14]3=[O:21])=[N:9]2)=[CH:4][CH:3]=1.C(N(CC)CC)C.Cl[C:49]([O:51][CH3:52])=[O:50].C(=O)(O)[O-].[Na+]. (4) Given the product [F:13][C:1]1[CH:6]=[CH:5][C:4]([O:7][CH2:8][C:9]([Cl:11])=[O:10])=[CH:3][CH:2]=1, predict the reactants needed to synthesize it. The reactants are: [C:1]1(C)[CH:6]=[CH:5][C:4]([O:7][CH2:8][C:9]([Cl:11])=[O:10])=[CH:3][CH:2]=1.[F:13]C1C=CC(OCC(O)=O)=CC=1.O=S(Cl)Cl. (5) Given the product [Cl:30][C:24]1[CH:23]=[C:22]([NH:21][C:9]2[N:8]=[C:7]([O:6][CH2:5][C:4]([OH:31])=[O:3])[CH:12]=[C:11]([C:13]3[CH:14]=[CH:15][C:16]([O:19][CH3:20])=[CH:17][CH:18]=3)[N:10]=2)[CH:27]=[CH:26][C:25]=1[O:28][CH3:29], predict the reactants needed to synthesize it. The reactants are: C([O:3][C:4](=[O:31])[CH2:5][O:6][C:7]1[CH:12]=[C:11]([C:13]2[CH:18]=[CH:17][C:16]([O:19][CH3:20])=[CH:15][CH:14]=2)[N:10]=[C:9]([NH:21][C:22]2[CH:27]=[CH:26][C:25]([O:28][CH3:29])=[C:24]([Cl:30])[CH:23]=2)[N:8]=1)C.[OH-].[Na+].